Dataset: Reaction yield outcomes from USPTO patents with 853,638 reactions. Task: Predict the reaction yield, written as a fraction of the theoretical maximum amount of product (1.0 means a 100% yield; for example, 0.34 means a 34% yield). (1) The catalyst is C(O)(=O)C.O.CO.[Zn]. The product is [C:1](=[O:25])([O:23][CH3:24])[O:2][C:3]1[CH:8]=[C:7]([NH2:9])[C:6]([C:12]#[C:13][CH2:14][N:15]([CH3:17])[CH3:16])=[CH:5][C:4]=1[CH:18]1[CH2:19][CH2:20][CH2:21][CH2:22]1. The reactants are [C:1](=[O:25])([O:23][CH3:24])[O:2][C:3]1[CH:8]=[C:7]([N+:9]([O-])=O)[C:6]([C:12]#[C:13][CH2:14][N:15]([CH3:17])[CH3:16])=[CH:5][C:4]=1[CH:18]1[CH2:22][CH2:21][CH2:20][CH2:19]1. The yield is 0.570. (2) The reactants are C(Cl)(=O)C(Cl)=O.CS(C)=O.[C:11]([O:15][C:16]([N:18]1[C:22]2[CH:23]=[CH:24][CH:25]=[CH:26][C:21]=2[N:20]=[C:19]1[CH2:27][N:28]([CH:34]1[C:43]2[N:42]=[CH:41][CH:40]=[CH:39][C:38]=2[CH2:37][CH2:36][CH2:35]1)[CH2:29][CH2:30][CH2:31][CH2:32][OH:33])=[O:17])([CH3:14])([CH3:13])[CH3:12].C(N(CC)CC)C. The catalyst is C(Cl)Cl. The product is [C:11]([O:15][C:16]([N:18]1[C:22]2[CH:23]=[CH:24][CH:25]=[CH:26][C:21]=2[N:20]=[C:19]1[CH2:27][N:28]([CH:34]1[C:43]2[N:42]=[CH:41][CH:40]=[CH:39][C:38]=2[CH2:37][CH2:36][CH2:35]1)[CH2:29][CH2:30][CH2:31][CH:32]=[O:33])=[O:17])([CH3:14])([CH3:12])[CH3:13]. The yield is 0.390.